This data is from Forward reaction prediction with 1.9M reactions from USPTO patents (1976-2016). The task is: Predict the product of the given reaction. (1) Given the reactants C[Si](C)(C)[C:3]([F:9])([F:8])[C:4]([F:7])([F:6])[F:5].[F-].[K+].CN1CCN(C)C1=O.[F:22][C:23]1[CH:24]=[C:25]([Br:30])[CH:26]=[CH:27][C:28]=1I, predict the reaction product. The product is: [F:22][C:23]1[CH:24]=[C:25]([Br:30])[CH:26]=[CH:27][C:28]=1[C:3]([F:9])([F:8])[C:4]([F:7])([F:6])[F:5]. (2) Given the reactants C(=O)([O-])[O-].[K+].[K+].[CH2:7](Br)[CH:8]([CH3:10])[CH3:9].[CH2:12]([O:14][C:15]([C:17]1[S:21][C:20]([C:22]2[CH:27]=[CH:26][C:25]([OH:28])=[C:24]([C:29]#[N:30])[CH:23]=2)=[N:19][C:18]=1[CH3:31])=[O:16])[CH3:13].O, predict the reaction product. The product is: [CH2:12]([O:14][C:15]([C:17]1[S:21][C:20]([C:22]2[CH:27]=[CH:26][C:25]([O:28][CH2:7][CH:8]([CH3:10])[CH3:9])=[C:24]([C:29]#[N:30])[CH:23]=2)=[N:19][C:18]=1[CH3:31])=[O:16])[CH3:13].